This data is from Reaction yield outcomes from USPTO patents with 853,638 reactions. The task is: Predict the reaction yield, written as a fraction of the theoretical maximum amount of product (1.0 means a 100% yield; for example, 0.34 means a 34% yield). The reactants are [Cl:1][C:2]1[N:3]=[C:4](Cl)[C:5]2[CH:10]=[CH:9][N:8]([CH2:11][O:12][CH2:13][CH2:14][Si:15]([CH3:18])([CH3:17])[CH3:16])[C:6]=2[N:7]=1.[N+:20]([C:23]1[CH:24]=[C:25]([OH:29])[CH:26]=[CH:27][CH:28]=1)([O-:22])=[O:21].C([O-])([O-])=O.[K+].[K+]. The catalyst is CN(C)C=O. The product is [Cl:1][C:2]1[N:3]=[C:4]([O:29][C:25]2[CH:26]=[CH:27][CH:28]=[C:23]([N+:20]([O-:22])=[O:21])[CH:24]=2)[C:5]2[CH:10]=[CH:9][N:8]([CH2:11][O:12][CH2:13][CH2:14][Si:15]([CH3:18])([CH3:17])[CH3:16])[C:6]=2[N:7]=1. The yield is 0.756.